This data is from Full USPTO retrosynthesis dataset with 1.9M reactions from patents (1976-2016). The task is: Predict the reactants needed to synthesize the given product. (1) Given the product [CH3:1][N:2]1[CH:6]=[C:5]([CH:7]=[CH:8][C:9]([O:11][CH3:19])=[O:10])[CH:4]=[N:3]1, predict the reactants needed to synthesize it. The reactants are: [CH3:1][N:2]1[CH:6]=[C:5]([CH:7]=[CH:8][C:9]([OH:11])=[O:10])[CH:4]=[N:3]1.S(=O)(=O)(O)O.[OH-].[Na+].[CH3:19]O. (2) Given the product [CH2:22]([O:25][CH2:26][CH:27]1[CH2:32][CH2:31][CH:30]([N:1]2[CH2:6][CH2:5][CH:4]([N:7]3[C@@H:16]4[C@H:11]([CH2:12][CH2:13][CH2:14][CH2:15]4)[CH2:10][NH:9][C:8]3=[O:17])[CH2:3][CH2:2]2)[CH2:29][CH2:28]1)[CH2:23][CH3:24], predict the reactants needed to synthesize it. The reactants are: [NH:1]1[CH2:6][CH2:5][CH:4]([N:7]2[C@@H:16]3[C@H:11]([CH2:12][CH2:13][CH2:14][CH2:15]3)[CH2:10][NH:9][C:8]2=[O:17])[CH2:3][CH2:2]1.C(=O)([O-])[O-].[CH2:22]([O:25][CH2:26][CH:27]1[CH2:32][CH2:31][C:30](=O)[CH2:29][CH2:28]1)[CH2:23][CH3:24].C(O)(=O)C.C(O[BH-](OC(=O)C)OC(=O)C)(=O)C.[Na+].C([O-])(O)=O.[Na+]. (3) Given the product [C:29]([C:2]1[CH:3]=[CH:4][C:5]2[O:6][CH2:7][CH2:8][C:9]3[CH:15]=[C:14]([C:16]4[C:20]([C:21]5[CH:26]=[CH:25][C:24]([F:27])=[CH:23][C:22]=5[F:28])=[N:19][NH:18][N:17]=4)[S:13][C:10]=3[C:11]=2[N:12]=1)#[N:30], predict the reactants needed to synthesize it. The reactants are: Cl[C:2]1[CH:3]=[CH:4][C:5]2[O:6][CH2:7][CH2:8][C:9]3[CH:15]=[C:14]([C:16]4[C:20]([C:21]5[CH:26]=[CH:25][C:24]([F:27])=[CH:23][C:22]=5[F:28])=[N:19][NH:18][N:17]=4)[S:13][C:10]=3[C:11]=2[N:12]=1.[CH3:29][N:30](C)C=O. (4) Given the product [CH2:3]([C:7]1[N:8]([CH2:20][CH2:21][CH2:22][C:23]([OH:25])=[O:24])[C:9]2[C:18]3[N:17]=[CH:16][CH:15]=[CH:14][C:13]=3[N:12]=[CH:11][C:10]=2[N:19]=1)[CH2:4][CH2:5][CH3:6], predict the reactants needed to synthesize it. The reactants are: [OH-].[Na+].[CH2:3]([C:7]1[N:8]([CH2:20][CH2:21][CH2:22][C:23]([O:25]CC)=[O:24])[C:9]2[C:18]3[N:17]=[CH:16][CH:15]=[CH:14][C:13]=3[N:12]=[CH:11][C:10]=2[N:19]=1)[CH2:4][CH2:5][CH3:6]. (5) Given the product [CH3:27][N:28]([CH2:36][CH2:37][N:38]([CH3:41])[CH2:39][C:3]1[C:4]([C:14]2[CH:19]=[CH:18][CH:17]=[C:16]([NH:20][C:21](=[O:26])[CH:22]=[C:23]([CH3:25])[CH3:24])[CH:15]=2)=[N:5][N:6]([CH:8]2[CH2:13][CH2:12][CH2:11][CH2:10][O:9]2)[CH:7]=1)[C:29](=[O:35])[O:30][C:31]([CH3:34])([CH3:33])[CH3:32], predict the reactants needed to synthesize it. The reactants are: C([C:3]1[C:4]([C:14]2[CH:15]=[C:16]([NH:20][C:21](=[O:26])[CH:22]=[C:23]([CH3:25])[CH3:24])[CH:17]=[CH:18][CH:19]=2)=[N:5][N:6]([CH:8]2[CH2:13][CH2:12][CH2:11][CH2:10][O:9]2)[CH:7]=1)=O.[CH3:27][N:28]([CH2:36][CH2:37][NH:38][CH3:39])[C:29](=[O:35])[O:30][C:31]([CH3:34])([CH3:33])[CH3:32].[BH3-][C:41]#N.[Na+].O. (6) The reactants are: [O:1]1[CH:5]2[O:6][CH2:7][CH2:8][CH:4]2[CH:3]([O:9][C:10](=[O:45])[NH:11][CH:12]([CH2:38][C:39]2[CH:44]=[CH:43][CH:42]=[CH:41][CH:40]=2)[CH:13]([OH:37])[CH2:14][N:15]([S:20]([C:23]2[CH:24]=[C:25]3[C:29](=[CH:30][CH:31]=2)[NH:28][C:27](=[O:32])[C:26]3=[CH:33][N:34]([CH3:36])C)(=[O:22])=[O:21])[CH2:16][CH:17]([CH3:19])[CH3:18])[CH2:2]1.[CH2:46](N)[C:47](C)([CH3:49])[CH3:48]. Given the product [O:1]1[CH:5]2[O:6][CH2:7][CH2:8][CH:4]2[CH:3]([O:9][C:10](=[O:45])[NH:11][CH:12]([CH2:38][C:39]2[CH:44]=[CH:43][CH:42]=[CH:41][CH:40]=2)[CH:13]([OH:37])[CH2:14][N:15]([S:20]([C:23]2[CH:24]=[C:25]3[C:29](=[CH:30][CH:31]=2)[NH:28][C:27](=[O:32])[C:26]3=[CH:33][NH:34][CH2:36][C:47]([CH3:49])([CH3:48])[CH3:46])(=[O:22])=[O:21])[CH2:16][CH:17]([CH3:18])[CH3:19])[CH2:2]1, predict the reactants needed to synthesize it.